Dataset: Forward reaction prediction with 1.9M reactions from USPTO patents (1976-2016). Task: Predict the product of the given reaction. (1) Given the reactants [O:1]=[C:2]1[NH:6][C:5](=[O:7])[CH:4]([CH2:8][C:9]2[CH:14]=[CH:13][C:12]([S:15]([NH:18][C:19]3[CH:24]=[CH:23][C:22]([N:25]4[CH2:30][CH2:29][C:28](=O)[CH2:27][CH2:26]4)=[CH:21][CH:20]=3)(=[O:17])=[O:16])=[CH:11][CH:10]=2)[S:3]1.[NH2:32][CH2:33][CH:34]([C:36]1[CH:37]=[CH:38][C:39]([OH:47])=[C:40]([NH:42][S:43]([CH3:46])(=[O:45])=[O:44])[CH:41]=1)[OH:35], predict the reaction product. The product is: [O:1]=[C:2]1[NH:6][C:5](=[O:7])[CH:4]([CH2:8][C:9]2[CH:14]=[CH:13][C:12]([S:15]([NH:18][C:19]3[CH:20]=[CH:21][C:22]([N:25]4[CH2:30][CH2:29][CH:28]([NH:32][CH2:33][CH:34]([OH:35])[C:36]5[CH:37]=[CH:38][C:39]([OH:47])=[C:40]([NH:42][S:43]([CH3:46])(=[O:45])=[O:44])[CH:41]=5)[CH2:27][CH2:26]4)=[CH:23][CH:24]=3)(=[O:16])=[O:17])=[CH:11][CH:10]=2)[S:3]1. (2) Given the reactants [Br:1][C:2]1[CH:7]=[CH:6][C:5]([C:8](=O)/[CH:9]=[CH:10]/[N:11]([CH3:13])C)=[CH:4][CH:3]=1.[N:15]1[CH:20]=[CH:19][C:18]([C:21]2[CH:25]=C(N)[NH:23][N:22]=2)=[CH:17][CH:16]=1, predict the reaction product. The product is: [Br:1][C:2]1[CH:3]=[CH:4][C:5]([C:8]2[N:23]3[N:22]=[C:21]([C:18]4[CH:19]=[CH:20][N:15]=[CH:16][CH:17]=4)[CH:25]=[C:13]3[N:11]=[CH:10][CH:9]=2)=[CH:6][CH:7]=1. (3) The product is: [C:31]([C:32]1[CH:39]=[CH:38][CH:37]=[CH:36][C:33]=1[C:34](=[O:35])[NH:30][CH2:29][CH:28]([OH:27])[CH2:41][N:14]1[CH2:13][CH2:12][N:11]([CH2:17][C:18]([OH:20])=[O:19])[CH2:10][CH2:9][N:8]([CH2:21][C:22]([OH:24])=[O:23])[CH2:7][CH2:6][N:5]([CH2:4][C:1]([OH:3])=[O:2])[CH2:16][CH2:15]1)([OH:40])=[O:25]. Given the reactants [C:1]([CH2:4][N:5]1[CH2:16][CH2:15][NH:14][CH2:13][CH2:12][N:11]([CH2:17][C:18]([OH:20])=[O:19])[CH2:10][CH2:9][N:8]([CH2:21][C:22]([OH:24])=[O:23])[CH2:7][CH2:6]1)([OH:3])=[O:2].[OH-:25].[Na+].[O:27]1[CH2:41][CH:28]1[CH2:29][N:30]1[C:34](=[O:35])[C:33]2=[CH:36][CH:37]=[CH:38][CH:39]=[C:32]2[C:31]1=[O:40].Cl, predict the reaction product. (4) Given the reactants P(=O)([O-])[O-].[C:5]1([C:23]2[C:32]3[C:27](=[CH:28][CH:29]=[CH:30][CH:31]=3)[CH:26]=[CH:25][CH:24]=2)[C:14]2[C:9](=[CH:10][CH:11]=[CH:12][CH:13]=2)[CH:8]=[CH:7][C:6]=1[P:15](=O)(OCC)OCC.[OH-].[Na+], predict the reaction product. The product is: [C:5]1([C:23]2[C:32]3[C:27](=[CH:28][CH:29]=[CH:30][CH:31]=3)[CH:26]=[CH:25][CH:24]=2)[C:14]2[C:9](=[CH:10][CH:11]=[CH:12][CH:13]=2)[CH:8]=[CH:7][C:6]=1[PH2:15].